This data is from Full USPTO retrosynthesis dataset with 1.9M reactions from patents (1976-2016). The task is: Predict the reactants needed to synthesize the given product. (1) Given the product [OH:27][CH:26]([C:25]1[CH:28]=[CH:29][C:22]([S:19]([N:14]2[CH2:18][CH2:17][CH2:16][CH2:15]2)(=[O:21])=[O:20])=[CH:23][CH:24]=1)[C:10]1[C:9]2[C:8](=[O:11])[CH2:7][C:6]([CH3:13])([CH3:12])[CH2:5][C:4]=2[NH:3][C:2]=1[CH3:1], predict the reactants needed to synthesize it. The reactants are: [CH3:1][C:2]1[NH:3][C:4]2[CH2:5][C:6]([CH3:13])([CH3:12])[CH2:7][C:8](=[O:11])[C:9]=2[CH:10]=1.[N:14]1([S:19]([C:22]2[CH:29]=[CH:28][C:25]([CH:26]=[O:27])=[CH:24][CH:23]=2)(=[O:21])=[O:20])[CH2:18][CH2:17][CH2:16][CH2:15]1.O1CCN(S(C2C=CC(C=O)=CC=2)(=O)=O)CC1.[OH-].[Na+]. (2) Given the product [C:1]1([C:7]2[C:8]([C:18]([O:20][CH3:21])=[O:19])=[CH:9][N:10]([S:30]([C:24]3[CH:29]=[CH:28][CH:27]=[CH:26][CH:25]=3)(=[O:32])=[O:31])[C:11]=2[C:12]2[CH:13]=[CH:14][CH:15]=[CH:16][CH:17]=2)[CH:2]=[CH:3][CH:4]=[CH:5][CH:6]=1, predict the reactants needed to synthesize it. The reactants are: [C:1]1([C:7]2[C:8]([C:18]([O:20][CH3:21])=[O:19])=[CH:9][NH:10][C:11]=2[C:12]2[CH:17]=[CH:16][CH:15]=[CH:14][CH:13]=2)[CH:6]=[CH:5][CH:4]=[CH:3][CH:2]=1.[H-].[Na+].[C:24]1([S:30](Cl)(=[O:32])=[O:31])[CH:29]=[CH:28][CH:27]=[CH:26][CH:25]=1. (3) Given the product [ClH:60].[ClH:60].[CH2:44]1[C:20]2[C:21]3[CH:22]=[CH:23][C:24]([N:27]4[CH:32]=[CH:31][C:30]([C:33]5[CH:38]=[CH:37][C:36]([C:39]([F:41])([F:40])[F:42])=[CH:35][N:34]=5)=[CH:29][C:28]4=[O:43])=[CH:25][C:26]=3[NH:18][C:19]=2[CH2:47][CH2:46][NH:45]1, predict the reactants needed to synthesize it. The reactants are: FC(F)(F)C(O)=O.S([N:18]1[C:26]2[CH:25]=[C:24]([N:27]3[CH:32]=[CH:31][C:30]([C:33]4[CH:38]=[CH:37][C:36]([C:39]([F:42])([F:41])[F:40])=[CH:35][N:34]=4)=[CH:29][C:28]3=[O:43])[CH:23]=[CH:22][C:21]=2[C:20]2[CH2:44][NH:45][CH2:46][CH2:47][C:19]1=2)(C1C=CC(C)=CC=1)(=O)=O.C1(N)C(F)=C(F)C(F)=C(N)C=1F.[ClH:60].Cl. (4) Given the product [NH2:1][C:4]1[CH:5]=[CH:6][C:7]([N:10]2[CH2:15][CH2:14][CH:13]([CH2:16][C:17]([O:19][CH3:20])=[O:18])[CH2:12][CH2:11]2)=[N:8][CH:9]=1, predict the reactants needed to synthesize it. The reactants are: [N+:1]([C:4]1[CH:5]=[CH:6][C:7]([N:10]2[CH2:15][CH2:14][CH:13]([CH2:16][C:17]([O:19][CH3:20])=[O:18])[CH2:12][CH2:11]2)=[N:8][CH:9]=1)([O-])=O.